The task is: Predict the product of the given reaction.. This data is from Forward reaction prediction with 1.9M reactions from USPTO patents (1976-2016). (1) The product is: [Si:17]([O:16][CH2:15][CH2:14][C:8]1[N:7]=[CH:6][C:5]2[CH:4]([NH2:1])[CH2:13][CH2:12][CH2:11][C:10]=2[N:9]=1)([C:30]([CH3:33])([CH3:31])[CH3:32])([C:18]1[CH:19]=[CH:20][CH:21]=[CH:22][CH:23]=1)[C:24]1[CH:29]=[CH:28][CH:27]=[CH:26][CH:25]=1. Given the reactants [N:1]([CH:4]1[CH2:13][CH2:12][CH2:11][C:10]2[N:9]=[C:8]([CH2:14][CH2:15][O:16][Si:17]([C:30]([CH3:33])([CH3:32])[CH3:31])([C:24]3[CH:29]=[CH:28][CH:27]=[CH:26][CH:25]=3)[C:18]3[CH:23]=[CH:22][CH:21]=[CH:20][CH:19]=3)[N:7]=[CH:6][C:5]1=2)=[N+]=[N-].CCOC(C)=O.CO, predict the reaction product. (2) Given the reactants [NH2:1][C:2]1[C:11]([C:12]2[C:13]([Cl:32])=[C:14]([NH:19][C:20](=[O:31])[C:21]3[CH:26]=[CH:25][CH:24]=[C:23]([C:27]([F:30])([F:29])[F:28])[CH:22]=3)[CH:15]=[CH:16][C:17]=2[Cl:18])=[CH:10][C:9]2[C:4](=[CH:5][CH:6]=CC=2)[N:3]=1.[H-].[Na+].[C:35]([N:39]=[C:40]=[O:41])([CH3:38])([CH3:37])[CH3:36].[CH3:42][N:43](C=O)C, predict the reaction product. The product is: [C:35]([NH:39][C:40](=[O:41])[NH:1][C:2]1[C:11]([C:12]2[C:13]([Cl:32])=[C:14]([NH:19][C:20](=[O:31])[C:21]3[CH:26]=[CH:25][CH:24]=[C:23]([C:27]([F:28])([F:30])[F:29])[CH:22]=3)[CH:15]=[CH:16][C:17]=2[Cl:18])=[CH:10][C:9]2[C:4](=[CH:5][CH:6]=[N:43][CH:42]=2)[N:3]=1)([CH3:38])([CH3:37])[CH3:36]. (3) Given the reactants O[CH2:2][C:3]1[CH:4]=[C:5]2[C:10](=[CH:11][CH:12]=1)[C:9]([NH:13][C:14](=[O:21])[C:15]1[CH:20]=[CH:19][CH:18]=[CH:17][CH:16]=1)=[N:8][CH:7]=[CH:6]2.C1(P([N:36]=[N+:37]=[N-:38])(C2C=CC=CC=2)=O)C=CC=CC=1.N12CCCN=C1CCCCC2.O, predict the reaction product. The product is: [N:36]([CH2:2][C:3]1[CH:4]=[C:5]2[C:10](=[CH:11][CH:12]=1)[C:9]([NH:13][C:14](=[O:21])[C:15]1[CH:20]=[CH:19][CH:18]=[CH:17][CH:16]=1)=[N:8][CH:7]=[CH:6]2)=[N+:37]=[N-:38]. (4) Given the reactants [Cl:1][C:2]1[CH:3]=[CH:4][C:5]([C:31]#[N:32])=[C:6]([C:8]2[C:13]([O:14][CH3:15])=[CH:12][N:11]([CH:16]([CH2:24][C@H:25]3[CH2:29][CH2:28][CH2:27][O:26]3)[C:17]([O:19]C(C)(C)C)=[O:18])[C:10](=[O:30])[CH:9]=2)[CH:7]=1.C(O)(C(F)(F)F)=O, predict the reaction product. The product is: [Cl:1][C:2]1[CH:3]=[CH:4][C:5]([C:31]#[N:32])=[C:6]([C:8]2[C:13]([O:14][CH3:15])=[CH:12][N:11]([CH:16]([CH2:24][C@H:25]3[CH2:29][CH2:28][CH2:27][O:26]3)[C:17]([OH:19])=[O:18])[C:10](=[O:30])[CH:9]=2)[CH:7]=1. (5) Given the reactants [Cl:1][C:2]1[CH:12]=[C:11]([Cl:13])[C:10]([Cl:14])=[CH:9][C:3]=1[O:4][CH2:5][C:6]([OH:8])=O.[CH3:15][O:16][C:17](=[O:25])[C:18]1[CH:23]=[CH:22][CH:21]=[C:20]([NH2:24])[CH:19]=1.F[P-](F)(F)(F)(F)F.N1(O[P+](N2CCCC2)(N2CCCC2)N2CCCC2)C2C=CC=CC=2N=N1, predict the reaction product. The product is: [CH3:15][O:16][C:17](=[O:25])[C:18]1[CH:23]=[CH:22][CH:21]=[C:20]([NH:24][C:6](=[O:8])[CH2:5][O:4][C:3]2[CH:9]=[C:10]([Cl:14])[C:11]([Cl:13])=[CH:12][C:2]=2[Cl:1])[CH:19]=1. (6) Given the reactants [CH3:1][N:2]1[C:6]([CH2:13][OH:14])([C:7]2[CH:12]=[CH:11][CH:10]=[CH:9][CH:8]=2)[C:5](=[O:15])[N:4]([C:16]2[CH:23]=[CH:22][C:19]([C:20]#[N:21])=[C:18]([C:24]([F:27])([F:26])[F:25])[CH:17]=2)[C:3]1=[O:28].CN(C1C=CC=CN=1)C.[C:38]1(=[O:44])[O:43][C:41](=[O:42])[CH2:40][CH2:39]1, predict the reaction product. The product is: [C:20]([C:19]1[CH:22]=[CH:23][C:16]([N:4]2[C:5](=[O:15])[C:6]([CH2:13][O:14][CH:40]([CH2:39][CH:38]=[O:44])[C:41]([OH:43])=[O:42])([C:7]3[CH:8]=[CH:9][CH:10]=[CH:11][CH:12]=3)[N:2]([CH3:1])[C:3]2=[O:28])=[CH:17][C:18]=1[C:24]([F:25])([F:27])[F:26])#[N:21]. (7) The product is: [Cl:29][CH2:28][O:27][C:25]([S:4][CH2:3][C@@H:2]([CH3:1])[C:5]([N:7]1[CH2:8][CH2:9][CH2:10][C@H:11]1[C:12]([OH:14])=[O:13])=[O:6])=[O:26]. Given the reactants [CH3:1][C@@H:2]([C:5]([N:7]1[C@H:11]([C:12]([OH:14])=[O:13])[CH2:10][CH2:9][CH2:8]1)=[O:6])[CH2:3][SH:4].C(N(CC)C(C)C)(C)C.Cl[C:25]([O:27][CH2:28][Cl:29])=[O:26], predict the reaction product. (8) Given the reactants [F:1][C:2]1[CH:7]=[CH:6][C:5]([C:8]2[O:9][C:10]3[CH:20]=[C:19]([NH:21][S:22]([CH3:25])(=[O:24])=[O:23])[C:18]([O:26][CH:27]([CH3:29])[CH3:28])=[CH:17][C:11]=3[C:12]=2[C:13]([O:15][CH3:16])=[O:14])=[CH:4][CH:3]=1.C(=O)([O-])[O-].[K+].[K+].[CH3:36][O:37][C:38]1[CH:45]=[CH:44][C:41]([CH2:42]Br)=[CH:40][CH:39]=1, predict the reaction product. The product is: [F:1][C:2]1[CH:7]=[CH:6][C:5]([C:8]2[O:9][C:10]3[CH:20]=[C:19]([N:21]([CH2:42][C:41]4[CH:44]=[CH:45][C:38]([O:37][CH3:36])=[CH:39][CH:40]=4)[S:22]([CH3:25])(=[O:23])=[O:24])[C:18]([O:26][CH:27]([CH3:29])[CH3:28])=[CH:17][C:11]=3[C:12]=2[C:13]([O:15][CH3:16])=[O:14])=[CH:4][CH:3]=1. (9) Given the reactants CCN(C(C)C)C(C)C.[N:10]1[CH:15]=[CH:14][CH:13]=[CH:12][C:11]=1[C:16]1[CH:24]=[CH:23][C:19]([C:20]([OH:22])=O)=[CH:18][CH:17]=1.C1C=CC2N(O)N=NC=2C=1.CCN=C=NCCCN(C)C.Cl.[NH2:47][CH2:48][C:49]([N:51]1[CH2:56][CH2:55][N:54]([C:57](=[O:68])[C:58]2[CH:63]=[CH:62][CH:61]=[CH:60][C:59]=2[C:64]([F:67])([F:66])[F:65])[CH2:53][CH2:52]1)=[O:50], predict the reaction product. The product is: [O:50]=[C:49]([N:51]1[CH2:52][CH2:53][N:54]([C:57](=[O:68])[C:58]2[CH:63]=[CH:62][CH:61]=[CH:60][C:59]=2[C:64]([F:67])([F:66])[F:65])[CH2:55][CH2:56]1)[CH2:48][NH:47][C:20](=[O:22])[C:19]1[CH:18]=[CH:17][C:16]([C:11]2[CH:12]=[CH:13][CH:14]=[CH:15][N:10]=2)=[CH:24][CH:23]=1. (10) The product is: [CH:6]1([CH2:5][CH:4]([C:11]2[CH:16]=[CH:15][C:14]([S:17][CH3:18])=[C:13]([C:19]([F:22])([F:20])[F:21])[CH:12]=2)[C:3]([OH:23])=[O:2])[CH2:10][CH2:9][CH2:8][CH2:7]1. Given the reactants C[O:2][C:3](=[O:23])[CH:4]([C:11]1[CH:16]=[CH:15][C:14]([S:17][CH3:18])=[C:13]([C:19]([F:22])([F:21])[F:20])[CH:12]=1)[CH2:5][CH:6]1[CH2:10][CH2:9][CH2:8][CH2:7]1.[OH-].[Li+], predict the reaction product.